This data is from Catalyst prediction with 721,799 reactions and 888 catalyst types from USPTO. The task is: Predict which catalyst facilitates the given reaction. (1) Reactant: [OH:1][C:2]1[CH:11]=[C:10]2[C:5]([C:6]([O:12][C:13]3[CH:18]=[CH:17][C:16]([N:19]([C:28]4[CH:33]=[CH:32][C:31]([F:34])=[CH:30][CH:29]=4)[C:20]([C:22]4([C:25]([NH2:27])=[O:26])[CH2:24][CH2:23]4)=[O:21])=[CH:15][C:14]=3[F:35])=[CH:7][CH:8]=[N:9]2)=[CH:4][C:3]=1[O:36][CH3:37].CS(O[CH2:43][CH2:44][CH2:45][C:46]1([OH:49])[CH2:48][CH2:47]1)(=O)=O.C([O-])([O-])=O.[Cs+].[Cs+]. Product: [OH:49][C:46]1([CH2:45][CH2:44][CH2:43][O:1][C:2]2[CH:11]=[C:10]3[C:5]([C:6]([O:12][C:13]4[CH:18]=[CH:17][C:16]([N:19]([C:28]5[CH:33]=[CH:32][C:31]([F:34])=[CH:30][CH:29]=5)[C:20]([C:22]5([C:25]([NH2:27])=[O:26])[CH2:23][CH2:24]5)=[O:21])=[CH:15][C:14]=4[F:35])=[CH:7][CH:8]=[N:9]3)=[CH:4][C:3]=2[O:36][CH3:37])[CH2:48][CH2:47]1. The catalyst class is: 44. (2) Reactant: [CH2:1]([O:3][C:4]([C:6]1[C:7](=[O:18])[O:8][C:9]2[C:14]([CH:15]=1)=[CH:13][C:12]([Cl:16])=[C:11]([OH:17])[CH:10]=2)=[O:5])[CH3:2].[N+:19]([O-])([OH:21])=[O:20]. Product: [CH2:1]([O:3][C:4]([C:6]1[C:7](=[O:18])[O:8][C:9]2[C:14]([CH:15]=1)=[CH:13][C:12]([Cl:16])=[C:11]([OH:17])[C:10]=2[N+:19]([O-:21])=[O:20])=[O:5])[CH3:2]. The catalyst class is: 65. (3) The catalyst class is: 2. Product: [F:4][C:5]1[CH:6]=[C:7]([N+:12]([O-:14])=[O:13])[CH:8]=[CH:9][C:10]=1[N:19]1[CH2:20][CH2:21][CH:16]([CH3:15])[CH2:17][CH2:18]1. Reactant: C(#N)C.[F:4][C:5]1[CH:6]=[C:7]([N+:12]([O-:14])=[O:13])[CH:8]=[CH:9][C:10]=1F.[CH3:15][CH:16]1[CH2:21][CH2:20][NH:19][CH2:18][CH2:17]1. (4) Reactant: [CH3:1][O:2][CH2:3][O:4][C:5]1[CH:6]=[N:7][CH:8]=[CH:9][C:10]=1[C@H:11]1[CH2:16][CH2:15][N:14]([C:17]([O:19][C:20]([CH3:23])([CH3:22])[CH3:21])=[O:18])[CH2:13][C@H:12]1[C:24]([O:26][CH2:27][CH3:28])=[O:25].[O-]CC.[Na+]. Product: [CH3:1][O:2][CH2:3][O:4][C:5]1[CH:6]=[N:7][CH:8]=[CH:9][C:10]=1[C@@H:11]1[CH2:16][CH2:15][N:14]([C:17]([O:19][C:20]([CH3:23])([CH3:21])[CH3:22])=[O:18])[CH2:13][C@H:12]1[C:24]([O:26][CH2:27][CH3:28])=[O:25]. The catalyst class is: 8. (5) Reactant: Cl[C:2]1[CH:11]=[CH:10][C:9]2[C:4](=[CH:5][CH:6]=[CH:7][CH:8]=2)[N:3]=1.[CH:12]([Sn](CCCC)(CCCC)CCCC)=[CH2:13]. Product: [CH:12]([C:2]1[CH:11]=[CH:10][C:9]2[C:4](=[CH:5][CH:6]=[CH:7][CH:8]=2)[N:3]=1)=[CH2:13]. The catalyst class is: 109.